From a dataset of Full USPTO retrosynthesis dataset with 1.9M reactions from patents (1976-2016). Predict the reactants needed to synthesize the given product. (1) Given the product [Cl:34][CH2:22][C:20]1[O:21][C:17]2[CH:16]=[C:15]([O:14][CH2:13][C:3]3[N:4]=[C:5]([C:7]4[CH:12]=[CH:11][CH:10]=[CH:9][CH:8]=4)[O:6][C:2]=3[CH3:1])[CH:31]=[CH:30][C:18]=2[C:19]=1[C:24]1[CH:29]=[CH:28][CH:27]=[CH:26][CH:25]=1, predict the reactants needed to synthesize it. The reactants are: [CH3:1][C:2]1[O:6][C:5]([C:7]2[CH:12]=[CH:11][CH:10]=[CH:9][CH:8]=2)=[N:4][C:3]=1[CH2:13][O:14][C:15]1[CH:31]=[CH:30][C:18]2[C:19]([C:24]3[CH:29]=[CH:28][CH:27]=[CH:26][CH:25]=3)=[C:20]([CH2:22]O)[O:21][C:17]=2[CH:16]=1.S(Cl)([Cl:34])=O.C(=O)([O-])O.[Na+]. (2) The reactants are: [OH:1][C:2]1[C:11]([CH:12]([CH3:14])[CH3:13])=[CH:10][C:5]([C:6]([O:8]C)=[O:7])=[C:4]([O:15][CH2:16][O:17][CH3:18])[CH:3]=1.[OH-].[K+]. Given the product [OH:1][C:2]1[C:11]([CH:12]([CH3:13])[CH3:14])=[CH:10][C:5]([C:6]([OH:8])=[O:7])=[C:4]([O:15][CH2:16][O:17][CH3:18])[CH:3]=1, predict the reactants needed to synthesize it. (3) Given the product [CH3:40][C:30]1[CH:35]=[CH:34][C:33]([S:36]([O:1][CH2:2][C@H:3]2[CH2:4][CH2:5][C@H:6]([N:9]3[C:13]4=[C:14]5[S:20][CH:19]=[CH:18][C:15]5=[N:16][CH:17]=[C:12]4[N:11]=[C:10]3[C@@H:21]([OH:23])[CH3:22])[CH2:7][O:8]2)(=[O:38])=[O:37])=[CH:32][CH:31]=1, predict the reactants needed to synthesize it. The reactants are: [OH:1][CH2:2][C@@H:3]1[O:8][CH2:7][C@@H:6]([N:9]2[C:13]3=[C:14]4[S:20][CH:19]=[CH:18][C:15]4=[N:16][CH:17]=[C:12]3[N:11]=[C:10]2[C@@H:21]([OH:23])[CH3:22])[CH2:5][CH2:4]1.N1C=CC=CC=1.[C:30]1([CH3:40])[CH:35]=[CH:34][C:33]([S:36](Cl)(=[O:38])=[O:37])=[CH:32][CH:31]=1. (4) Given the product [CH3:52][O:53][C:54]1[CH:63]=[CH:62][C:61]2[C:56](=[CH:57][CH:58]=[C:59]([NH:64][C:65]3[N:79]=[C:68]4[CH:69]=[CH:70][CH:71]=[C:72]([C:73]5[CH:74]=[CH:75][CH:76]=[CH:77][CH:78]=5)[N:67]4[N:66]=3)[CH:60]=2)[N:55]=1.[C:73]1([C:72]2[N:67]3[N:66]=[C:65]([NH:64][C:59]4[CH:60]=[C:61]5[C:56](=[CH:57][CH:58]=4)[N:55]=[C:54]([OH:53])[CH:63]=[CH:62]5)[N:79]=[C:68]3[CH:69]=[CH:70][CH:71]=2)[CH:74]=[CH:75][CH:76]=[CH:77][CH:78]=1, predict the reactants needed to synthesize it. The reactants are: C1(C2N3N=C(N)N=C3C=CC=2)C=CC=CC=1.BrC1C=C2C(=CC=1)N=C(OC)C=C2.C1(NC2N=C3C=CC=C(C4C=CC=CC=4)N3N=2)C=CC=CC=1.[CH3:52][O:53][C:54]1[CH:63]=[CH:62][C:61]2[C:56](=[CH:57][CH:58]=[C:59]([NH:64][C:65]3[N:79]=[C:68]4[CH:69]=[CH:70][CH:71]=[C:72]([C:73]5[CH:78]=[CH:77][CH:76]=[CH:75][CH:74]=5)[N:67]4[N:66]=3)[CH:60]=2)[N:55]=1. (5) Given the product [Cl:1][C:2]1[CH:3]=[CH:4][C:5]([C:8]([CH3:13])([CH3:12])[C:9]([NH:14][CH2:15][CH2:16][CH2:17][N:18]2[CH2:23][CH2:22][CH:21]([C:24]3[CH:25]=[C:26]([NH:30][C:31](=[O:36])[O:32][CH:33]([CH3:34])[CH3:35])[CH:27]=[CH:28][CH:29]=3)[CH2:20][CH2:19]2)=[O:11])=[CH:6][CH:7]=1, predict the reactants needed to synthesize it. The reactants are: [Cl:1][C:2]1[CH:7]=[CH:6][C:5]([C:8]([CH3:13])([CH3:12])[C:9]([OH:11])=O)=[CH:4][CH:3]=1.[NH2:14][CH2:15][CH2:16][CH2:17][N:18]1[CH2:23][CH2:22][CH:21]([C:24]2[CH:25]=[C:26]([NH:30][C:31](=[O:36])[O:32][CH:33]([CH3:35])[CH3:34])[CH:27]=[CH:28][CH:29]=2)[CH2:20][CH2:19]1.